This data is from Reaction yield outcomes from USPTO patents with 853,638 reactions. The task is: Predict the reaction yield, written as a fraction of the theoretical maximum amount of product (1.0 means a 100% yield; for example, 0.34 means a 34% yield). The reactants are [CH3:1][Si:2]([CH3:12])([CH3:11])[C:3]1[CH:10]=[CH:9][C:6]([CH:7]=O)=[CH:5][CH:4]=1.Cl.[F:14][C:15]([F:27])([F:26])[O:16][C:17]1[CH:18]=[C:19]([CH2:23][CH2:24][NH2:25])[CH:20]=[CH:21][CH:22]=1.C(N(CC)CC)C.[BH4-].[Na+]. The catalyst is CO.O. The product is [F:14][C:15]([F:26])([F:27])[O:16][C:17]1[CH:18]=[C:19]([CH2:23][CH2:24][NH:25][CH2:7][C:6]2[CH:9]=[CH:10][C:3]([Si:2]([CH3:12])([CH3:11])[CH3:1])=[CH:4][CH:5]=2)[CH:20]=[CH:21][CH:22]=1. The yield is 1.00.